From a dataset of Forward reaction prediction with 1.9M reactions from USPTO patents (1976-2016). Predict the product of the given reaction. (1) Given the reactants [C:1]([O:5][C:6](=[O:35])[NH:7][C:8]1[S:9][C:10](Br)=[CH:11][C:12]=1[C:13]([N:15]1[CH2:20][CH2:19][CH:18]([N:21]2[CH2:33][CH2:32][CH2:31][C:23]3([C:27](=[O:28])[O:26][C:25]([CH3:30])([CH3:29])[CH2:24]3)[CH2:22]2)[CH2:17][CH2:16]1)=[O:14])([CH3:4])([CH3:3])[CH3:2].[C:36]([C:38]1[CH:43]=[CH:42][C:41](B(O)O)=[CH:40][CH:39]=1)#[N:37], predict the reaction product. The product is: [C:1]([O:5][C:6](=[O:35])[NH:7][C:8]1[S:9][C:10]([C:41]2[CH:42]=[CH:43][C:38]([C:36]#[N:37])=[CH:39][CH:40]=2)=[CH:11][C:12]=1[C:13]([N:15]1[CH2:20][CH2:19][CH:18]([N:21]2[CH2:33][CH2:32][CH2:31][C:23]3([C:27](=[O:28])[O:26][C:25]([CH3:30])([CH3:29])[CH2:24]3)[CH2:22]2)[CH2:17][CH2:16]1)=[O:14])([CH3:4])([CH3:3])[CH3:2]. (2) Given the reactants [CH2:1]([C:8]1[NH:9][C:10]([C:13]([OH:15])=O)=[N:11][N:12]=1)[C:2]1[CH:7]=[CH:6][CH:5]=[CH:4][CH:3]=1.CN1CCOCC1.CN(C(ON1N=NC2C=CC=NC1=2)=[N+](C)C)C.F[P-](F)(F)(F)(F)F.[NH2:47][C@@H:48]1[C:54](=[O:55])[NH:53][C:52]2[CH:56]=[CH:57][C:58]([B:60]3[O:64][C:63]([CH3:66])([CH3:65])[C:62]([CH3:68])([CH3:67])[O:61]3)=[CH:59][C:51]=2[CH2:50][CH2:49]1, predict the reaction product. The product is: [CH2:1]([C:8]1[NH:9][C:10]([C:13]([NH:47][C@@H:48]2[C:54](=[O:55])[NH:53][C:52]3[CH:56]=[CH:57][C:58]([B:60]4[O:64][C:63]([CH3:66])([CH3:65])[C:62]([CH3:68])([CH3:67])[O:61]4)=[CH:59][C:51]=3[CH2:50][CH2:49]2)=[O:15])=[N:11][N:12]=1)[C:2]1[CH:3]=[CH:4][CH:5]=[CH:6][CH:7]=1. (3) Given the reactants [Cl:1][C:2]1[CH:19]=[CH:18][CH:17]=[CH:16][C:3]=1[CH2:4][O:5][C:6]1[CH:12]=[CH:11][C:9]([NH2:10])=[C:8]([N+:13]([O-])=O)[CH:7]=1.S([S:23]([O-:25])=[O:24])([O-])=O.[Na+].[Na+].[C:28]1([CH3:38])[CH:33]=[CH:32][C:31]([S:34](Cl)(=[O:36])=[O:35])=[CH:30][CH:29]=1.Cl, predict the reaction product. The product is: [Cl:1][C:2]1[CH:19]=[CH:18][CH:17]=[CH:16][C:3]=1[CH2:4][O:5][C:6]1[CH:12]=[CH:11][C:9]([NH:10][S:34]([C:31]2[CH:32]=[CH:33][C:28]([CH3:38])=[CH:29][CH:30]=2)(=[O:36])=[O:35])=[C:8]([NH:13][S:23]([C:18]2[CH:17]=[CH:16][C:3]([CH3:4])=[CH:2][CH:19]=2)(=[O:24])=[O:25])[CH:7]=1. (4) The product is: [CH3:1][C:2]1[CH:22]=[CH:21][CH:20]=[C:19]([CH3:23])[C:3]=1[CH2:4][O:5][C:6]1[CH:7]=[C:8]([C:12](=[O:18])[CH2:13][CH2:14][C:15]([NH2:26])=[O:16])[CH:9]=[CH:10][CH:11]=1. Given the reactants [CH3:1][C:2]1[CH:22]=[CH:21][CH:20]=[C:19]([CH3:23])[C:3]=1[CH2:4][O:5][C:6]1[CH:7]=[C:8]([C:12](=[O:18])[CH2:13][CH2:14][C:15](O)=[O:16])[CH:9]=[CH:10][CH:11]=1.C([N:26](CC)CC)C.F[P-](F)(F)(F)(F)F.N1(O[P+](N(C)C)(N(C)C)N(C)C)C2C=CC=CC=2N=N1.N, predict the reaction product. (5) Given the reactants [F:1][C:2]1[CH:10]=[CH:9][CH:8]=[C:7]2[C:3]=1[C:4]([C:11]([O:13]C)=[O:12])=[CH:5][NH:6]2.Cl[CH2:16][C:17]1[CH:22]=[CH:21][C:20]([C:23]2[CH:24]=[N:25][N:26]([CH3:28])[CH:27]=2)=[CH:19][CH:18]=1, predict the reaction product. The product is: [F:1][C:2]1[CH:10]=[CH:9][CH:8]=[C:7]2[C:3]=1[C:4]([C:11]([OH:13])=[O:12])=[CH:5][N:6]2[CH2:16][C:17]1[CH:18]=[CH:19][C:20]([C:23]2[CH:24]=[N:25][N:26]([CH3:28])[CH:27]=2)=[CH:21][CH:22]=1. (6) Given the reactants [Cl:1][C:2]1[CH:9]=[CH:8][C:5]([CH:6]=[O:7])=[CH:4][C:3]=1[F:10].[CH3:11]COCC.C[Mg+].[Br-], predict the reaction product. The product is: [Cl:1][C:2]1[CH:9]=[CH:8][C:5]([CH:6]([OH:7])[CH3:11])=[CH:4][C:3]=1[F:10]. (7) Given the reactants Br[C:2]1[CH:7]=[C:6]([O:8][CH2:9][O:10][CH3:11])[C:5]([O:12][CH3:13])=[CH:4][C:3]=1[Cl:14].Cl[C:16]1[C:17]2[C:26]([C:27]#[N:28])=[CH:25][N:24]([CH2:29][O:30][CH2:31][CH2:32][Si:33]([CH3:36])([CH3:35])[CH3:34])[C:18]=2[N:19]=[C:20]([S:22][CH3:23])[N:21]=1, predict the reaction product. The product is: [Cl:14][C:3]1[CH:4]=[C:5]([O:12][CH3:13])[C:6]([O:8][CH2:9][O:10][CH3:11])=[CH:7][C:2]=1[C:16]1[C:17]2[C:26]([C:27]#[N:28])=[CH:25][N:24]([CH2:29][O:30][CH2:31][CH2:32][Si:33]([CH3:34])([CH3:36])[CH3:35])[C:18]=2[N:19]=[C:20]([S:22][CH3:23])[N:21]=1. (8) Given the reactants [NH2:1][C:2]1[CH:3]=[N:4][CH:5]=[CH:6][C:7]=1[N:8]1[CH2:13][C@H:12]([CH3:14])[C@@H:11]([O:15][Si:16]([C:19]([CH3:22])([CH3:21])[CH3:20])([CH3:18])[CH3:17])[C@H:10]([NH:23][C:24](=[O:30])[O:25][C:26]([CH3:29])([CH3:28])[CH3:27])[CH2:9]1.[CH:31]1([C:34]2[O:45][C:37]3=[N:38][C:39]([C:42](O)=[O:43])=[CH:40][CH:41]=[C:36]3[CH:35]=2)[CH2:33][CH2:32]1.CCN(C(C)C)C(C)C.CN(C(ON1N=NC2C=CC=NC1=2)=[N+](C)C)C.F[P-](F)(F)(F)(F)F, predict the reaction product. The product is: [Si:16]([O:15][C@@H:11]1[C@@H:12]([CH3:14])[CH2:13][N:8]([C:7]2[CH:6]=[CH:5][N:4]=[CH:3][C:2]=2[NH:1][C:42]([C:39]2[N:38]=[C:37]3[O:45][C:34]([CH:31]4[CH2:32][CH2:33]4)=[CH:35][C:36]3=[CH:41][CH:40]=2)=[O:43])[CH2:9][C@H:10]1[NH:23][C:24](=[O:30])[O:25][C:26]([CH3:29])([CH3:28])[CH3:27])([C:19]([CH3:22])([CH3:21])[CH3:20])([CH3:18])[CH3:17]. (9) Given the reactants [CH2:1]([O:8][C:9]([NH:11][CH:12]1[CH2:14][C:13]1([O:20][Si](C(C)(C)C)(C)C)[C:15]([O:17][CH2:18][CH3:19])=[O:16])=[O:10])[C:2]1[CH:7]=[CH:6][CH:5]=[CH:4][CH:3]=1.N1C=CC=CC=1, predict the reaction product. The product is: [CH2:1]([O:8][C:9]([NH:11][CH:12]1[CH2:14][C:13]1([OH:20])[C:15]([O:17][CH2:18][CH3:19])=[O:16])=[O:10])[C:2]1[CH:3]=[CH:4][CH:5]=[CH:6][CH:7]=1.